From a dataset of Forward reaction prediction with 1.9M reactions from USPTO patents (1976-2016). Predict the product of the given reaction. (1) Given the reactants [CH2:1]([O:3][C:4]([C:6]1[O:10][C:9]([CH2:11][N:12]2C(=O)C3=CC=CC=C3C2=O)=[CH:8][CH:7]=1)=[O:5])[CH3:2].O.NN, predict the reaction product. The product is: [NH2:12][CH2:11][C:9]1[O:10][C:6]([C:4]([O:3][CH2:1][CH3:2])=[O:5])=[CH:7][CH:8]=1. (2) Given the reactants CO[C:3]([C:5]1[C:18]2[C:9](=[N:10][C:11]3[C:16]([N:17]=2)=[C:15]2[CH:19]=[CH:20][CH:21]=[C:22]([O:23][CH3:24])[C:14]2=[CH:13][CH:12]=3)[CH:8]=[CH:7][CH:6]=1)=[O:4].[CH3:25][N:26]([CH3:31])[CH:27]([CH3:30])[CH2:28][NH2:29], predict the reaction product. The product is: [CH3:25][N:26]([CH3:31])[CH:27]([CH3:30])[CH2:28][NH:29][C:3]([C:5]1[C:18]2[C:9](=[N:10][C:11]3[C:16]([N:17]=2)=[C:15]2[CH:19]=[CH:20][CH:21]=[C:22]([O:23][CH3:24])[C:14]2=[CH:13][CH:12]=3)[CH:8]=[CH:7][CH:6]=1)=[O:4].